From a dataset of Catalyst prediction with 721,799 reactions and 888 catalyst types from USPTO. Predict which catalyst facilitates the given reaction. (1) Reactant: [CH3:1][CH:2]1[C:10]2[CH:9]=[CH:8][CH:7]=[C:6]([C:11]([NH2:13])=[O:12])[C:5]=2[C:4](=[O:14])[N:3]1[CH:15]1[CH2:20][CH2:19][NH:18][CH2:17][CH2:16]1.ClCCl.C([BH3-])#N.[Na+]. Product: [CH:5]1([N:18]2[CH2:19][CH2:20][CH:15]([N:3]3[C:4](=[O:14])[C:5]4[C:6]([C:11]([NH2:13])=[O:12])=[CH:7][CH:8]=[CH:9][C:10]=4[CH:2]3[CH3:1])[CH2:16][CH2:17]2)[CH2:6][CH2:7][CH2:8][CH2:9][CH2:10]1. The catalyst class is: 5. (2) Reactant: [C:1]([N:8]1[CH2:13][CH2:12][CH:11]([CH2:14][OH:15])[CH2:10][CH2:9]1)([O:3][C:4]([CH3:7])([CH3:6])[CH3:5])=[O:2].[H-].[Na+].CN(C=O)C.[Br:23][C:24]1[CH:29]=[C:28](Cl)[C:27]([N+:31]([O-:33])=[O:32])=[CH:26][N:25]=1. Product: [Br:23][C:24]1[CH:29]=[C:28]([O:15][CH2:14][CH:11]2[CH2:12][CH2:13][N:8]([C:1]([O:3][C:4]([CH3:7])([CH3:6])[CH3:5])=[O:2])[CH2:9][CH2:10]2)[C:27]([N+:31]([O-:33])=[O:32])=[CH:26][N:25]=1. The catalyst class is: 28. (3) Reactant: Br[CH2:2][C:3]#[N:4].[Br:5][C:6]1[CH:11]=[CH:10][C:9]([OH:12])=[C:8]([CH2:13][CH3:14])[CH:7]=1.C(=O)([O-])[O-].[K+].[K+]. Product: [Br:5][C:6]1[CH:11]=[CH:10][C:9]([O:12][CH2:2][C:3]#[N:4])=[C:8]([CH2:13][CH3:14])[CH:7]=1. The catalyst class is: 3. (4) Reactant: [N+:1]([C:4]1[CH:76]=[CH:75][C:7]([CH2:8][CH:9]2[CH2:26][N:25]([CH2:27][C:28]([O:30][C:31]([CH3:34])([CH3:33])[CH3:32])=[O:29])[CH2:24][CH2:23][N:22]([CH2:35][C:36]([O:38][C:39]([CH3:42])([CH3:41])[CH3:40])=[O:37])[CH2:21][CH2:20][N:19]([CH2:43][C:44]([O:46][C:47]([CH3:50])([CH3:49])[CH3:48])=[O:45])[CH2:18][CH2:17][N:16]([CH2:51][C:52]([O:54][C:55]([CH3:58])([CH3:57])[CH3:56])=[O:53])[CH2:15][CH2:14][N:13]([CH2:59][C:60]([O:62][C:63]([CH3:66])([CH3:65])[CH3:64])=[O:61])[CH2:12][CH2:11][N:10]2[CH2:67][C:68]([O:70][C:71]([CH3:74])([CH3:73])[CH3:72])=[O:69])=[CH:6][CH:5]=1)([O-])=O.Cl[Sn]Cl.[OH-].[Na+]. Product: [NH2:1][C:4]1[CH:76]=[CH:75][C:7]([CH2:8][CH:9]2[CH2:26][N:25]([CH2:27][C:28]([O:30][C:31]([CH3:32])([CH3:33])[CH3:34])=[O:29])[CH2:24][CH2:23][N:22]([CH2:35][C:36]([O:38][C:39]([CH3:42])([CH3:41])[CH3:40])=[O:37])[CH2:21][CH2:20][N:19]([CH2:43][C:44]([O:46][C:47]([CH3:48])([CH3:49])[CH3:50])=[O:45])[CH2:18][CH2:17][N:16]([CH2:51][C:52]([O:54][C:55]([CH3:56])([CH3:57])[CH3:58])=[O:53])[CH2:15][CH2:14][N:13]([CH2:59][C:60]([O:62][C:63]([CH3:66])([CH3:65])[CH3:64])=[O:61])[CH2:12][CH2:11][N:10]2[CH2:67][C:68]([O:70][C:71]([CH3:74])([CH3:73])[CH3:72])=[O:69])=[CH:6][CH:5]=1. The catalyst class is: 40. (5) Reactant: C(=O)([O-])[O-].[Cs+].[Cs+].C1C=CC(P(C2C(C3C(P(C4C=CC=CC=4)C4C=CC=CC=4)=CC=C4C=3C=CC=C4)=C3C(C=CC=C3)=CC=2)C2C=CC=CC=2)=CC=1.[Cl:53][C:54]1[N:55]=[C:56](Cl)[C:57]2[CH2:62][S:61][CH2:60][C:58]=2[N:59]=1.[NH:64]1[C:72]2[C:67](=[CH:68][CH:69]=[C:70]([O:73][CH2:74][C:75]([O:77][CH2:78][CH3:79])=[O:76])[CH:71]=2)[CH2:66][CH2:65]1. Product: [Cl:53][C:54]1[N:55]=[C:56]([N:64]2[C:72]3[C:67](=[CH:68][CH:69]=[C:70]([O:73][CH2:74][C:75]([O:77][CH2:78][CH3:79])=[O:76])[CH:71]=3)[CH2:66][CH2:65]2)[C:57]2[CH2:62][S:61][CH2:60][C:58]=2[N:59]=1. The catalyst class is: 160. (6) Reactant: [C:1]1([CH3:12])[CH:6]=[CH:5][CH:4]=[CH:3][C:2]=1[O:7][CH2:8][C:9]([OH:11])=O.CCN(C(C)C)C(C)C.[NH2:22][CH2:23][CH:24]([OH:36])[CH2:25][N:26]1[CH2:35][CH2:34][C:33]2[C:28](=[CH:29][CH:30]=[CH:31][CH:32]=2)[CH2:27]1.C1N(P(Cl)(N2C(=O)OCC2)=O)C(=O)OC1. Product: [CH2:27]1[C:28]2[C:33](=[CH:32][CH:31]=[CH:30][CH:29]=2)[CH2:34][CH2:35][N:26]1[CH2:25][CH:24]([OH:36])[CH2:23][NH:22][C:9](=[O:11])[CH2:8][O:7][C:2]1[CH:3]=[CH:4][CH:5]=[CH:6][C:1]=1[CH3:12]. The catalyst class is: 2. (7) Product: [CH2:19]([O:10][CH2:8][C:5]1[CH:4]=[CH:3][CH:2]=[CH:7][CH:6]=1)[C:20]1[CH:25]=[CH:24][CH:23]=[CH:22][CH:21]=1. Reactant: O[C:2]1[CH:7]=[CH:6][C:5]([C:8](=[O:10])C)=[CH:4][C:3]=1OC.C(=O)([O-])[O-].[K+].[K+].[CH2:19](Br)[C:20]1[CH:25]=[CH:24][CH:23]=[CH:22][CH:21]=1. The catalyst class is: 21.